Predict the reactants needed to synthesize the given product. From a dataset of Full USPTO retrosynthesis dataset with 1.9M reactions from patents (1976-2016). Given the product [N+:15]([C:14]1[C:9]([NH2:8])=[N:10][C:11]([O:18][C:19]2[CH:24]=[CH:23][CH:22]=[CH:21][CH:20]=2)=[CH:12][CH:13]=1)([O-:17])=[O:16], predict the reactants needed to synthesize it. The reactants are: COC1C=CC(C[NH:8][C:9]2[C:14]([N+:15]([O-:17])=[O:16])=[CH:13][CH:12]=[C:11]([O:18][C:19]3[CH:24]=[CH:23][CH:22]=[CH:21][CH:20]=3)[N:10]=2)=CC=1.FC(F)(F)C(O)=O.